From a dataset of Reaction yield outcomes from USPTO patents with 853,638 reactions. Predict the reaction yield, written as a fraction of the theoretical maximum amount of product (1.0 means a 100% yield; for example, 0.34 means a 34% yield). (1) The reactants are [S:1](Cl)(Cl)=[O:2].[OH:5][CH:6]([CH3:17])[CH2:7][CH2:8][NH:9][C:10](=[O:16])[O:11][C:12]([CH3:15])([CH3:14])[CH3:13].N1C=CC=CC=1.C(OCC)(=O)C. The catalyst is C(#N)C.CN(C1C=CN=CC=1)C. The product is [CH3:17][CH:6]1[O:5][S:1](=[O:2])[N:9]([C:10]([O:11][C:12]([CH3:13])([CH3:15])[CH3:14])=[O:16])[CH2:8][CH2:7]1. The yield is 0.960. (2) The reactants are [CH3:1][CH:2]1[C:10]2[C:5](=[CH:6][CH:7]=[C:8]([CH:11]=C)[CH:9]=2)[C:4](=[O:13])[O:3]1.CSC.C[OH:18]. The catalyst is O=[O+][O-]. The product is [CH3:1][CH:2]1[C:10]2[C:5](=[CH:6][CH:7]=[C:8]([CH:11]=[O:18])[CH:9]=2)[C:4](=[O:13])[O:3]1. The yield is 0.670. (3) The reactants are [CH2:1]([C:3]1([CH2:18][C:19]([NH2:21])=O)[C:8]2[NH:9][C:10]3[C:15]([C:7]=2[CH2:6][CH2:5][O:4]1)=[CH:14][CH:13]=[CH:12][C:11]=3[CH2:16][CH3:17])[CH3:2].[H-].[H-].[H-].[H-].[Li+].[Al+3]. The catalyst is C1COCC1. The product is [CH2:1]([C:3]1([CH2:18][CH:19]=[NH:21])[C:8]2[NH:9][C:10]3[C:15]([C:7]=2[CH2:6][CH2:5][O:4]1)=[CH:14][CH:13]=[CH:12][C:11]=3[CH2:16][CH3:17])[CH3:2]. The yield is 0.360.